This data is from CYP2C9 inhibition data for predicting drug metabolism from PubChem BioAssay. The task is: Regression/Classification. Given a drug SMILES string, predict its absorption, distribution, metabolism, or excretion properties. Task type varies by dataset: regression for continuous measurements (e.g., permeability, clearance, half-life) or binary classification for categorical outcomes (e.g., BBB penetration, CYP inhibition). Dataset: cyp2c9_veith. (1) The compound is O=C(CCNC(=O)c1ccccc1)OCN1C(=O)c2ccccc2C1=O. The result is 0 (non-inhibitor). (2) The drug is O=S(=O)(c1ccc(Cl)s1)N1CCc2ccccc2C1. The result is 1 (inhibitor). (3) The drug is CC(=O)Nc1c(NC(C)C)c2ccccc2oc1=O. The result is 0 (non-inhibitor).